Dataset: Reaction yield outcomes from USPTO patents with 853,638 reactions. Task: Predict the reaction yield, written as a fraction of the theoretical maximum amount of product (1.0 means a 100% yield; for example, 0.34 means a 34% yield). (1) The reactants are [C:1]([O:5][C:6]([NH:8][C@H:9]([CH2:16]OS(C1C=CC(C)=CC=1)(=O)=O)[CH2:10][CH2:11][C:12]([O:14][CH3:15])=[O:13])=[O:7])([CH3:4])([CH3:3])[CH3:2].[N-:28]=[N+:29]=[N-:30].[Na+]. The catalyst is CN(C=O)C. The product is [N:28]([CH2:16][C@@H:9]([NH:8][C:6]([O:5][C:1]([CH3:4])([CH3:3])[CH3:2])=[O:7])[CH2:10][CH2:11][C:12]([O:14][CH3:15])=[O:13])=[N+:29]=[N-:30]. The yield is 0.800. (2) The reactants are [S:1]1([C:12]2[C:7](=[CH:8][CH:9]=[CH:10][CH:11]=2)[C:5](=[O:6])[NH:4]1)(=[O:3])=[O:2].[H-].[Na+].Br[CH2:16][CH2:17][CH2:18][CH2:19][O:20][C:21]1[CH:26]=[CH:25][C:24]([Cl:27])=[CH:23][CH:22]=1. The catalyst is CN(C=O)C. The product is [Cl:27][C:24]1[CH:25]=[CH:26][C:21]([O:20][CH2:19][CH2:18][CH2:17][CH2:16][N:4]2[C:5](=[O:6])[C:7]3[C:12](=[CH:11][CH:10]=[CH:9][CH:8]=3)[S:1]2(=[O:2])=[O:3])=[CH:22][CH:23]=1. The yield is 0.570. (3) The catalyst is CO. The reactants are [Cl:1][C:2]1[CH:7]=[CH:6][C:5]([Cl:8])=[CH:4][C:3]=1[C@H:9]([NH:11]S(C(C)(C)C)=O)[CH3:10].Cl.O1CCOCC1. The product is [ClH:1].[Cl:1][C:2]1[CH:7]=[CH:6][C:5]([Cl:8])=[CH:4][C:3]=1[C@H:9]([NH2:11])[CH3:10]. The yield is 1.00. (4) The reactants are [CH3:1][O:2][C:3]1[CH:4]=[C:5]([CH:8]=[CH:9][C:10]=1[N+:11]([O-:13])=[O:12])[CH2:6]Br.C(N(CC)CC)C.[CH2:21]([NH2:28])[C:22]1[CH:27]=[CH:26][CH:25]=[CH:24][CH:23]=1. The catalyst is C1COCC1. The product is [CH2:21]([NH:28][CH2:6][C:5]1[CH:8]=[CH:9][C:10]([N+:11]([O-:13])=[O:12])=[C:3]([O:2][CH3:1])[CH:4]=1)[C:22]1[CH:27]=[CH:26][CH:25]=[CH:24][CH:23]=1. The yield is 0.730. (5) The reactants are [Cl:1][C:2]1[CH:11]=[C:10]2[C:5]([C:6](=O)[NH:7][CH:8]=[N:9]2)=[CH:4][CH:3]=1.O=P(Cl)(Cl)[Cl:15]. The product is [Cl:15][C:6]1[C:5]2[C:10](=[CH:11][C:2]([Cl:1])=[CH:3][CH:4]=2)[N:9]=[CH:8][N:7]=1. No catalyst specified. The yield is 0.948. (6) The yield is 0.105. The product is [CH3:10][N:2]1[N:3]=[C:4]2[CH:9]=[CH:8][CH:7]=[CH:6][C:5]2=[N:1]1. The catalyst is CO. The reactants are [NH:1]1[C:5]2[CH:6]=[CH:7][CH:8]=[CH:9][C:4]=2[N:3]=[N:2]1.[CH3:10][O-].[Na+].IC.O. (7) The reactants are [OH-].[K+].[Cl:3][C:4]1[C:5]([N:10]2[C:14]([C:15]([O:17]CC)=[O:16])=[CH:13][C:12]([C:20]([F:23])([F:22])[F:21])=[N:11]2)=[N:6][CH:7]=[CH:8][CH:9]=1.CCCCCC.C(OCC)(=O)C. The catalyst is O.C(O)C. The product is [Cl:3][C:4]1[C:5]([N:10]2[C:14]([C:15]([OH:17])=[O:16])=[CH:13][C:12]([C:20]([F:23])([F:21])[F:22])=[N:11]2)=[N:6][CH:7]=[CH:8][CH:9]=1. The yield is 0.930.